From a dataset of Forward reaction prediction with 1.9M reactions from USPTO patents (1976-2016). Predict the product of the given reaction. Given the reactants C([O:4][CH2:5][C@H:6]1[CH2:11][C@@H:10]([O:12]C(=O)C)[CH2:9][CH2:8][C@@:7]1([C@H:17]1[CH2:25][CH2:24][C:23]2[C@:22]([CH3:32])([C:26]3[CH:31]=[CH:30][CH:29]=[CH:28][CH:27]=3)[C@H:21]([OH:33])[CH2:20][C:19]=2[C@@H:18]1[CH2:34][NH:35]C(=O)C(F)(F)F)[CH3:16])(=O)C.C(=O)([O-])[O-].[K+].[K+], predict the reaction product. The product is: [NH2:35][CH2:34][C@@H:18]1[C@@H:17]([C@@:7]2([CH3:16])[CH2:8][CH2:9][C@H:10]([OH:12])[CH2:11][C@@H:6]2[CH2:5][OH:4])[CH2:25][CH2:24][C:23]2[C@:22]([CH3:32])([C:26]3[CH:27]=[CH:28][CH:29]=[CH:30][CH:31]=3)[C@H:21]([OH:33])[CH2:20][C:19]1=2.